From a dataset of Full USPTO retrosynthesis dataset with 1.9M reactions from patents (1976-2016). Predict the reactants needed to synthesize the given product. (1) The reactants are: [BH4-].[Li+].C([O:7][C:8]([C@:10]1([CH2:24][CH:25]=[CH2:26])[CH2:14][C:13](=[O:15])[N:12]([C@@H:16]([C:18]2[CH:23]=[CH:22][CH:21]=[CH:20][CH:19]=2)[CH3:17])[CH2:11]1)=O)(C)(C)C.C(O)C.[Cl-].[NH4+]. Given the product [CH2:24]([C@:10]1([CH2:8][OH:7])[CH2:11][N:12]([C@@H:16]([C:18]2[CH:19]=[CH:20][CH:21]=[CH:22][CH:23]=2)[CH3:17])[C:13](=[O:15])[CH2:14]1)[CH:25]=[CH2:26], predict the reactants needed to synthesize it. (2) The reactants are: [Br:1][C:2]1[CH:9]=[CH:8][C:5]([CH2:6][NH2:7])=[C:4]([F:10])[CH:3]=1.[CH2:11]1[CH2:17][S:14](=[O:16])(=[O:15])[O:13][CH2:12]1. Given the product [Br:1][C:2]1[CH:9]=[CH:8][C:5]([CH2:6][NH:7][CH2:12][CH2:11][CH2:17][S:14]([OH:16])(=[O:15])=[O:13])=[C:4]([F:10])[CH:3]=1, predict the reactants needed to synthesize it. (3) Given the product [CH2:30]([O:29][C:27]1[CH:26]=[C:23]([CH:22]=[C:21]([O:20][CH2:18][CH3:19])[CH:28]=1)[CH2:24][NH:1][C@@H:2]([CH3:17])[C@@H:3]([C:5]1[CH:6]=[CH:7][C:8]([OH:16])=[C:9]([NH:11][S:12]([CH3:15])(=[O:14])=[O:13])[CH:10]=1)[OH:4])[CH3:31], predict the reactants needed to synthesize it. The reactants are: [NH2:1][C@@H:2]([CH3:17])[C@@H:3]([C:5]1[CH:6]=[CH:7][C:8]([OH:16])=[C:9]([NH:11][S:12]([CH3:15])(=[O:14])=[O:13])[CH:10]=1)[OH:4].[CH2:18]([O:20][C:21]1[CH:22]=[C:23]([CH:26]=[C:27]([O:29][CH2:30][CH3:31])[CH:28]=1)[CH:24]=O)[CH3:19].O.